Dataset: HIV replication inhibition screening data with 41,000+ compounds from the AIDS Antiviral Screen. Task: Binary Classification. Given a drug SMILES string, predict its activity (active/inactive) in a high-throughput screening assay against a specified biological target. (1) The drug is C=CCc1ccccc1N(C(=O)c1ccccc1)C(C(=O)OCC)c1ccccc1. The result is 0 (inactive). (2) The drug is Cc1ccc(S(=O)(=O)O[IH2](O)CC(F)(F)F)cc1. The result is 0 (inactive).